This data is from In vitro SARS-CoV-2 activity screen of 1,480 approved drugs from Prestwick library. The task is: Binary Classification. Given a drug SMILES string, predict its activity (active/inactive) in a high-throughput screening assay against a specified biological target. The drug is Cc1cc(NS(=O)(=O)c2ccc(N)cc2)no1. The result is 0 (inactive).